Dataset: Full USPTO retrosynthesis dataset with 1.9M reactions from patents (1976-2016). Task: Predict the reactants needed to synthesize the given product. (1) Given the product [CH:12]([O:15][C:16]1[CH:21]=[CH:20][N:19]=[CH:18][C:17]=1[NH:22][C:23]([NH:11][C:10]1[C:5]2[N:4]=[CH:3][N:2]([CH3:1])[C:6]=2[CH:7]=[CH:8][CH:9]=1)=[S:24])([CH3:14])[CH3:13], predict the reactants needed to synthesize it. The reactants are: [CH3:1][N:2]1[C:6]2[CH:7]=[CH:8][CH:9]=[C:10]([NH2:11])[C:5]=2[N:4]=[CH:3]1.[CH:12]([O:15][C:16]1[CH:21]=[CH:20][N:19]=[CH:18][C:17]=1[N:22]=[C:23]=[S:24])([CH3:14])[CH3:13]. (2) The reactants are: [OH:1][CH:2]([C:8]1[CH:13]=[CH:12][C:11]([C:14]#[C:15][C:16]2[CH:41]=[CH:40][C:19]([C:20]([N:22]([CH3:39])[C@:23]([CH3:38])([C:28]([NH:30][O:31]C3CCCCO3)=[O:29])[C:24]([NH:26][CH3:27])=[O:25])=[O:21])=[CH:18][CH:17]=2)=[CH:10][CH:9]=1)[CH2:3][O:4][CH2:5][CH2:6][OH:7].O.C1(C)C=CC(S(O)(=O)=O)=CC=1.C(=O)([O-])O.[Na+].[Cl-].[Na+]. Given the product [OH:31][NH:30][C:28](=[O:29])[C@:23]([N:22]([C:20](=[O:21])[C:19]1[CH:40]=[CH:41][C:16]([C:15]#[C:14][C:11]2[CH:10]=[CH:9][C:8]([CH:2]([OH:1])[CH2:3][O:4][CH2:5][CH2:6][OH:7])=[CH:13][CH:12]=2)=[CH:17][CH:18]=1)[CH3:39])([CH3:38])[C:24]([NH:26][CH3:27])=[O:25], predict the reactants needed to synthesize it.